This data is from NCI-60 drug combinations with 297,098 pairs across 59 cell lines. The task is: Regression. Given two drug SMILES strings and cell line genomic features, predict the synergy score measuring deviation from expected non-interaction effect. (1) Drug 1: C1CCN(CC1)CCOC2=CC=C(C=C2)C(=O)C3=C(SC4=C3C=CC(=C4)O)C5=CC=C(C=C5)O. Drug 2: CC1C(C(=O)NC(C(=O)N2CCCC2C(=O)N(CC(=O)N(C(C(=O)O1)C(C)C)C)C)C(C)C)NC(=O)C3=C4C(=C(C=C3)C)OC5=C(C(=O)C(=C(C5=N4)C(=O)NC6C(OC(=O)C(N(C(=O)CN(C(=O)C7CCCN7C(=O)C(NC6=O)C(C)C)C)C)C(C)C)C)N)C. Cell line: HL-60(TB). Synergy scores: CSS=35.4, Synergy_ZIP=11.8, Synergy_Bliss=19.4, Synergy_Loewe=-25.7, Synergy_HSA=10.5. (2) Synergy scores: CSS=44.4, Synergy_ZIP=-5.96, Synergy_Bliss=-5.19, Synergy_Loewe=-14.9, Synergy_HSA=-2.94. Cell line: HCT-15. Drug 1: C1=CC(=CC=C1CCCC(=O)O)N(CCCl)CCCl. Drug 2: CCC1=C2CN3C(=CC4=C(C3=O)COC(=O)C4(CC)O)C2=NC5=C1C=C(C=C5)O. (3) Drug 1: CN1CCC(CC1)COC2=C(C=C3C(=C2)N=CN=C3NC4=C(C=C(C=C4)Br)F)OC. Drug 2: C(CC(=O)O)C(=O)CN.Cl. Cell line: U251. Synergy scores: CSS=6.20, Synergy_ZIP=-2.76, Synergy_Bliss=0.940, Synergy_Loewe=-5.58, Synergy_HSA=1.25.